From a dataset of Full USPTO retrosynthesis dataset with 1.9M reactions from patents (1976-2016). Predict the reactants needed to synthesize the given product. (1) Given the product [Cl:22][C:21]1[CH:20]=[C:19]([C:23]([F:35])([C:31]([F:32])([F:33])[F:34])[C:24]([F:30])([F:29])[C:25]([F:26])([F:27])[F:28])[CH:18]=[C:17]([Cl:36])[C:16]=1[N:13]1[CH:2]=[C:1]([C:3]2[CH:8]=[CH:7][C:6]([F:9])=[C:5]([N+:10]([O-:12])=[O:11])[CH:4]=2)[N:15]=[N:14]1, predict the reactants needed to synthesize it. The reactants are: [C:1]([C:3]1[CH:8]=[CH:7][C:6]([F:9])=[C:5]([N+:10]([O-:12])=[O:11])[CH:4]=1)#[CH:2].[N:13]([C:16]1[C:21]([Cl:22])=[CH:20][C:19]([C:23]([F:35])([C:31]([F:34])([F:33])[F:32])[C:24]([F:30])([F:29])[C:25]([F:28])([F:27])[F:26])=[CH:18][C:17]=1[Cl:36])=[N+:14]=[N-:15].O=C1O[C@H]([C@H](CO)O)C([O-])=C1O.[Na+]. (2) Given the product [NH:9]=[C:8]([NH:10][CH3:22])[C:6]1[S:7][C:3]([S:2][CH3:1])=[C:4]([C:11]2[S:12][CH:13]=[C:14]([C:16]3[CH:21]=[CH:20][CH:19]=[CH:18][CH:17]=3)[N:15]=2)[CH:5]=1, predict the reactants needed to synthesize it. The reactants are: [CH3:1][S:2][C:3]1[S:7][C:6]([C:8]([NH2:10])=[NH:9])=[CH:5][C:4]=1[C:11]1[S:12][CH:13]=[C:14]([C:16]2[CH:21]=[CH:20][CH:19]=[CH:18][CH:17]=2)[N:15]=1.[CH3:22]N.O. (3) Given the product [Cl-:1].[Cl:1][C:2]1[CH:7]=[CH:6][CH:5]=[C:4]2[C:3]=1[O:11][C:22]1([CH2:23][CH2:24][NH2+:19][CH2:20][CH2:21]1)[CH2:9][CH2:8]2, predict the reactants needed to synthesize it. The reactants are: [Cl:1][C:2]1[C:3]([OH:11])=[C:4]([C:8](=O)[CH3:9])[CH:5]=[CH:6][CH:7]=1.C([N:19]1[CH2:24][CH2:23][C:22](=O)[CH2:21][CH2:20]1)(OC(C)(C)C)=O.N1CCCC1. (4) Given the product [Br:4][C:5]1[N:9]2[CH:10]=[C:11]([C:16]([NH2:17])=[O:3])[N:12]=[C:13]([S:14][CH3:15])[C:8]2=[N:7][CH:6]=1, predict the reactants needed to synthesize it. The reactants are: C([OH:3])C.[Br:4][C:5]1[N:9]2[CH:10]=[C:11]([C:16]#[N:17])[N:12]=[C:13]([S:14][CH3:15])[C:8]2=[N:7][CH:6]=1.C[Si](Cl)(C)C. (5) Given the product [C:5]([O:9][C:10]([NH:12][CH:13]([C:31]([OH:33])=[O:32])[CH2:14][CH2:15][CH2:16][CH2:17][NH:18][S:19]([C:22]1[C:23]([OH:30])=[C:24]([NH:29][C:42]([NH:41][C:36]2[CH:37]=[CH:38][CH:39]=[CH:40][C:35]=2[Cl:34])=[O:43])[CH:25]=[CH:26][C:27]=1[Cl:28])(=[O:20])=[O:21])=[O:11])([CH3:8])([CH3:6])[CH3:7], predict the reactants needed to synthesize it. The reactants are: NC(N)=O.[C:5]([O:9][C:10]([NH:12][CH:13]([C:31]([OH:33])=[O:32])[CH2:14][CH2:15][CH2:16][CH2:17][NH:18][S:19]([C:22]1[C:27]([Cl:28])=[CH:26][CH:25]=[C:24]([NH2:29])[C:23]=1[OH:30])(=[O:21])=[O:20])=[O:11])([CH3:8])([CH3:7])[CH3:6].[Cl:34][C:35]1[CH:40]=[CH:39][CH:38]=[CH:37][C:36]=1[N:41]=[C:42]=[O:43]. (6) Given the product [C:1]([C:5]1[CH:6]=[C:7]([CH:12]=[CH:13][C:14]=1[O:15][CH3:16])[C:8]([OH:10])=[O:9])([CH3:4])([CH3:2])[CH3:3], predict the reactants needed to synthesize it. The reactants are: [C:1]([C:5]1[CH:6]=[C:7]([CH:12]=[CH:13][C:14]=1[O:15][CH3:16])[C:8]([O:10]C)=[O:9])([CH3:4])([CH3:3])[CH3:2].CO.O.Cl. (7) Given the product [Cl:25][C:19]1[CH:20]=[C:21]([Cl:24])[CH:22]=[CH:23][C:18]=1[C:10]1[CH:9]=[CH:8][C:7]([CH2:15][S:14][C:9]2[C:10]([O:12][CH3:13])=[CH:11][C:6]([O:5][CH2:4][C:3]([OH:2])=[O:16])=[C:7]([CH3:15])[CH:8]=2)=[CH:6][CH:11]=1, predict the reactants needed to synthesize it. The reactants are: C[O:2][C:3](=[O:16])[CH2:4][O:5][C:6]1[CH:11]=[C:10]([O:12][CH3:13])[C:9]([SH:14])=[CH:8][C:7]=1[CH3:15].Br[C:18]1[CH:23]=[CH:22][C:21]([Cl:24])=[CH:20][C:19]=1[Cl:25]. (8) Given the product [O:1]1[CH2:6][CH2:5][CH2:4][O:3][CH:2]1[C:7]1[CH:12]=[CH:11][C:10]([C:13]2[S:14][C:15]3[C:20]([N:21]=2)=[CH:19][CH:18]=[C:17]([C:31]([CH:27]2[CH2:30][CH2:29][CH2:28]2)=[O:32])[N:16]=3)=[C:9]([F:26])[CH:8]=1, predict the reactants needed to synthesize it. The reactants are: [O:1]1[CH2:6][CH2:5][CH2:4][O:3][CH:2]1[C:7]1[CH:12]=[CH:11][C:10]([C:13]2[S:14][C:15]3[C:20]([N:21]=2)=[CH:19][CH:18]=[C:17]([Sn](C)(C)C)[N:16]=3)=[C:9]([F:26])[CH:8]=1.[CH:27]1([C:31](Cl)=[O:32])[CH2:30][CH2:29][CH2:28]1.